Dataset: Reaction yield outcomes from USPTO patents with 853,638 reactions. Task: Predict the reaction yield, written as a fraction of the theoretical maximum amount of product (1.0 means a 100% yield; for example, 0.34 means a 34% yield). (1) The reactants are [NH2:1][C:2]1[N:7]=[CH:6][C:5]([C:8]2[C:13]([F:14])=[CH:12][C:11]([C:15]3[C:16]([SH:21])=[CH:17][CH:18]=[CH:19][CH:20]=3)=[CH:10][CH:9]=2)=[CH:4][N:3]=1.Cl[C:23]1[N:28]=[CH:27][CH:26]=[CH:25][N:24]=1.C1C=CC(P(C2C=CC=CC=2)C2C=CC=CC=2)=CC=1. The catalyst is CN(C=O)C. The product is [F:14][C:13]1[CH:12]=[C:11]([C:15]2[C:16]([S:21][C:23]3[N:28]=[CH:27][CH:26]=[CH:25][N:24]=3)=[CH:17][CH:18]=[CH:19][CH:20]=2)[CH:10]=[CH:9][C:8]=1[C:5]1[CH:6]=[N:7][C:2]([NH2:1])=[N:3][CH:4]=1. The yield is 0.450. (2) The reactants are [CH3:1][C@H:2]1[CH2:7][C@@H:6]([C:8]([O:10][CH3:11])=[O:9])[CH2:5][CH2:4][N:3]1C(OCC1C=CC=CC=1)=O. The catalyst is C(O)C.[Pd]. The product is [CH3:1][C@H:2]1[CH2:7][C@@H:6]([C:8]([O:10][CH3:11])=[O:9])[CH2:5][CH2:4][NH:3]1. The yield is 0.950. (3) The product is [Cl:23][C:12]1[CH:13]=[C:14]([O:18][C:19]([F:22])([F:21])[F:20])[CH:15]=[C:16]([Cl:17])[C:11]=1[NH:10][C:8]([NH:7][C:5]1[S:6][C:2]([C:37]2[CH:36]=[CH:35][C:34]([O:33][C:32]([F:31])([F:43])[F:44])=[CH:39][CH:38]=2)=[CH:3][C:4]=1[C:24]([O:26][C:27]([CH3:30])([CH3:29])[CH3:28])=[O:25])=[O:9]. The catalyst is COCCOC.Cl[Pd](Cl)([P](C1C=CC=CC=1)(C1C=CC=CC=1)C1C=CC=CC=1)[P](C1C=CC=CC=1)(C1C=CC=CC=1)C1C=CC=CC=1. The reactants are Br[C:2]1[S:6][C:5]([NH:7][C:8]([NH:10][C:11]2[C:16]([Cl:17])=[CH:15][C:14]([O:18][C:19]([F:22])([F:21])[F:20])=[CH:13][C:12]=2[Cl:23])=[O:9])=[C:4]([C:24]([O:26][C:27]([CH3:30])([CH3:29])[CH3:28])=[O:25])[CH:3]=1.[F:31][C:32]([F:44])([F:43])[O:33][C:34]1[CH:39]=[CH:38][C:37](B(O)O)=[CH:36][CH:35]=1.C([O-])([O-])=O.[Na+].[Na+]. The yield is 0.400. (4) The reactants are P(Cl)(Cl)([Cl:3])=O.[CH3:6][C:7]1[CH:12]=[CH:11][C:10]([CH3:13])=[CH:9][C:8]=1[N:14]1[C:18]2=[N:19][CH:20]=[N:21][C:22](O)=[C:17]2[CH:16]=[N:15]1. No catalyst specified. The product is [Cl:3][C:22]1[N:21]=[CH:20][N:19]=[C:18]2[N:14]([C:8]3[CH:9]=[C:10]([CH3:13])[CH:11]=[CH:12][C:7]=3[CH3:6])[N:15]=[CH:16][C:17]=12. The yield is 1.00. (5) The reactants are [Cl:1][C:2]1[C:3]([CH3:37])=[C:4]([NH:10][C@H:11]([C@@H:34]([OH:36])[CH3:35])[C:12]([NH:14][NH:15][C:16](=[O:33])[C:17]2[CH:22]=[CH:21][C:20]([O:23][CH2:24][C:25]3[CH:30]=[CH:29][C:28]([O:31][CH3:32])=[CH:27][CH:26]=3)=[CH:19][CH:18]=2)=[O:13])[CH:5]=[CH:6][C:7]=1[C:8]#[N:9].CN(C=O)C.N1C=CN=C1.[C:48]([Si:52](Cl)([CH3:54])[CH3:53])([CH3:51])([CH3:50])[CH3:49]. The catalyst is CCOC(C)=O.O. The product is [Si:52]([O:36][C@@H:34]([CH3:35])[C@@H:11]([NH:10][C:4]1[CH:5]=[CH:6][C:7]([C:8]#[N:9])=[C:2]([Cl:1])[C:3]=1[CH3:37])[C:12]([NH:14][NH:15][C:16](=[O:33])[C:17]1[CH:22]=[CH:21][C:20]([O:23][CH2:24][C:25]2[CH:30]=[CH:29][C:28]([O:31][CH3:32])=[CH:27][CH:26]=2)=[CH:19][CH:18]=1)=[O:13])([C:48]([CH3:51])([CH3:50])[CH3:49])([CH3:54])[CH3:53]. The yield is 0.350. (6) The reactants are [CH2:1]1[CH:6]2[CH2:7][C:8]3([NH2:11])[CH2:10][CH:4]([CH2:5]2)[CH2:3][CH:2]1[CH2:9]3.[CH:12]1[C:21]2[C:16](=[CH:17][CH:18]=[CH:19][CH:20]=2)[CH:15]=[CH:14][C:13]=1[CH2:22][O:23][C:24]1[CH:31]=[CH:30][C:27]([CH:28]=O)=[CH:26][CH:25]=1. No catalyst specified. The product is [CH:12]1[C:21]2[C:16](=[CH:17][CH:18]=[CH:19][CH:20]=2)[CH:15]=[CH:14][C:13]=1[CH2:22][O:23][C:24]1[CH:25]=[CH:26][C:27]([CH2:28][NH:11][C:8]23[CH2:10][CH:4]4[CH2:5][CH:6]([CH2:1][CH:2]([CH2:3]4)[CH2:9]2)[CH2:7]3)=[CH:30][CH:31]=1. The yield is 0.700.